Dataset: Experimentally validated miRNA-target interactions with 360,000+ pairs, plus equal number of negative samples. Task: Binary Classification. Given a miRNA mature sequence and a target amino acid sequence, predict their likelihood of interaction. The miRNA is mmu-miR-3091-5p with sequence CAUGGGUCUGGUUGGGCCCGC. The protein sequence of the target gene is MKQLPAATVRLLSSSQIITSVVSVVKELIENSLDAGATSVDVKLENYGFDKIEVRDNGEGIKAVDAPVMAMKYYTSKINSHEDLENLTTYGFRGEALGSICCIAEVLITTRTAADNFSTQYVLDGSGHILSQKPSHLGQGTTVTALRLFKNLPVRKQFYSTAKKCKDEIKKIQDLLMSFGILKPDLRIVFVHNKAVIWQKSRVSDHKMALMSVLGTAVMNNMESFQYHSEESQIYLSGFLPKCDADHSFTSLSTPERSFIFINSRPVHQKDILKLIRHHYNLKCLKESTRLYPVFFLKID.... Result: 0 (no interaction).